From a dataset of Forward reaction prediction with 1.9M reactions from USPTO patents (1976-2016). Predict the product of the given reaction. (1) The product is: [CH2:1]([O:8][C:9]([N:11]1[CH2:15][CH2:14][CH2:13][CH:12]1[CH:16]([NH2:32])[C:17]1[CH:22]=[CH:21][C:20]([C:23](=[O:31])[NH:24][C:25]2[CH:26]=[CH:27][N:28]=[CH:29][CH:30]=2)=[CH:19][CH:18]=1)=[O:10])[C:2]1[CH:3]=[CH:4][CH:5]=[CH:6][CH:7]=1. Given the reactants [CH2:1]([O:8][C:9]([N:11]1[CH2:15][CH2:14][CH2:13][CH:12]1[C:16](=[N:32]O)[C:17]1[CH:22]=[CH:21][C:20]([C:23](=[O:31])[NH:24][C:25]2[CH:30]=[CH:29][N:28]=[CH:27][CH:26]=2)=[CH:19][CH:18]=1)=[O:10])[C:2]1[CH:7]=[CH:6][CH:5]=[CH:4][CH:3]=1, predict the reaction product. (2) Given the reactants [CH3:1][C:2]1[N:7]=[C:6]([SH:8])[N:5]=[C:4]([OH:9])[CH:3]=1.C(N(CC)CC)C.Br[CH2:18][C:19]1[S:20][C:21]2[CH:28]=[CH:27][CH:26]=[CH:25][C:22]=2[C:23]=1[Cl:24], predict the reaction product. The product is: [Cl:24][C:23]1[C:22]2[CH:25]=[CH:26][CH:27]=[CH:28][C:21]=2[S:20][C:19]=1[CH2:18][S:8][C:6]1[N:5]=[C:4]([OH:9])[CH:3]=[C:2]([CH3:1])[N:7]=1.